This data is from Full USPTO retrosynthesis dataset with 1.9M reactions from patents (1976-2016). The task is: Predict the reactants needed to synthesize the given product. Given the product [F:31][C:30]([F:32])([F:33])[C:26]1[CH:25]=[C:24]([CH:29]=[CH:28][CH:27]=1)[CH2:23][N:17]1[CH2:18][CH:2]2[C:1](=[O:6])[CH2:5][CH2:4][CH:3]2[CH2:16]1, predict the reactants needed to synthesize it. The reactants are: [C:1]1(=[O:6])[CH2:5][CH2:4][CH:3]=[CH:2]1.FC(F)(F)C(O)=O.CO[CH2:16][N:17]([CH2:23][C:24]1[CH:29]=[CH:28][CH:27]=[C:26]([C:30]([F:33])([F:32])[F:31])[CH:25]=1)[CH2:18][Si](C)(C)C.